From a dataset of Forward reaction prediction with 1.9M reactions from USPTO patents (1976-2016). Predict the product of the given reaction. (1) Given the reactants [ClH:1].[Cl:2][C:3]1[CH:8]=[CH:7][C:6]([C@@H:9]([C@@H:28]2[CH2:32][CH2:31][CH2:30][N:29]2C(OC(C)(C)C)=O)[C:10]([N:12]2[CH2:17][CH2:16][N:15]([C:18]3[C:23]([CH3:24])=[CH:22][N:21]=[C:20]4[NH:25][N:26]=[CH:27][C:19]=34)[CH2:14][CH2:13]2)=[O:11])=[CH:5][CH:4]=1, predict the reaction product. The product is: [ClH:2].[ClH:1].[Cl:2][C:3]1[CH:8]=[CH:7][C:6]([C@@H:9]([C@@H:28]2[CH2:32][CH2:31][CH2:30][NH:29]2)[C:10]([N:12]2[CH2:13][CH2:14][N:15]([C:18]3[C:23]([CH3:24])=[CH:22][N:21]=[C:20]4[NH:25][N:26]=[CH:27][C:19]=34)[CH2:16][CH2:17]2)=[O:11])=[CH:5][CH:4]=1. (2) Given the reactants [Cl:1][C:2]1[C:3](=[O:27])[N:4]([CH:24]2[CH2:26][CH2:25]2)[CH:5]=[C:6]([C:9]([N:11]2[CH2:16][CH2:15][CH:14]([C:17]3[CH:22]=[CH:21][C:20]([F:23])=[CH:19][CH:18]=3)[CH2:13][CH2:12]2)=[O:10])[C:7]=1Cl.[F:28][C:29]1[CH:35]=[CH:34][C:32]([NH2:33])=[C:31]([CH3:36])[CH:30]=1, predict the reaction product. The product is: [Cl:1][C:2]1[C:3](=[O:27])[N:4]([CH:24]2[CH2:25][CH2:26]2)[CH:5]=[C:6]([C:9]([N:11]2[CH2:16][CH2:15][CH:14]([C:17]3[CH:22]=[CH:21][C:20]([F:23])=[CH:19][CH:18]=3)[CH2:13][CH2:12]2)=[O:10])[C:7]=1[NH:33][C:32]1[CH:34]=[CH:35][C:29]([F:28])=[CH:30][C:31]=1[CH3:36]. (3) Given the reactants [CH3:1][O:2][CH2:3][CH2:4][CH:5]([C:10]1[CH:14]=[CH:13][NH:12][CH:11]=1)[CH2:6][CH2:7][O:8][CH3:9].O=P(Cl)(Cl)Cl.[OH-:20].[Na+].[CH2:22](Cl)Cl, predict the reaction product. The product is: [CH:22]([C:11]1[NH:12][CH:13]=[CH:14][C:10]=1[CH:5]([CH2:6][CH2:7][O:8][CH3:9])[CH2:4][CH2:3][O:2][CH3:1])=[O:20].